This data is from NCI-60 drug combinations with 297,098 pairs across 59 cell lines. The task is: Regression. Given two drug SMILES strings and cell line genomic features, predict the synergy score measuring deviation from expected non-interaction effect. Drug 1: CC=C1C(=O)NC(C(=O)OC2CC(=O)NC(C(=O)NC(CSSCCC=C2)C(=O)N1)C(C)C)C(C)C. Drug 2: CN(CCCl)CCCl.Cl. Cell line: RPMI-8226. Synergy scores: CSS=89.3, Synergy_ZIP=0.454, Synergy_Bliss=0.213, Synergy_Loewe=1.78, Synergy_HSA=4.17.